From a dataset of Catalyst prediction with 721,799 reactions and 888 catalyst types from USPTO. Predict which catalyst facilitates the given reaction. (1) Reactant: [NH2:1][C:2]1[C:3]([OH:24])=[CH:4][C:5]([CH2:8][NH:9][CH:10]=[C:11]2[C:20]3[C:15](=[CH:16][CH:17]=[C:18]([I:21])[CH:19]=3)[C:14](=[O:22])[NH:13][C:12]2=[O:23])=[N:6][CH:7]=1.[C:25](Cl)(=[O:28])[CH2:26][CH3:27]. Product: [OH:24][C:3]1[CH:4]=[C:5]([CH2:8][NH:9][CH:10]=[C:11]2[C:20]3[C:15](=[CH:16][CH:17]=[C:18]([I:21])[CH:19]=3)[C:14](=[O:22])[NH:13][C:12]2=[O:23])[N:6]=[CH:7][C:2]=1[NH:1][C:25](=[O:28])[CH2:26][CH3:27]. The catalyst class is: 44. (2) Reactant: Br[C:2]1[CH:7]=[CH:6][C:5]([N:8]2[C:16]3[C:15]([OH:17])=[C:14]([C:18]4[CH:23]=[CH:22][C:21]([F:24])=[CH:20][CH:19]=4)[C:13](=[O:25])[NH:12][C:11]=3[CH:10]=[CH:9]2)=[CH:4][CH:3]=1.O1CCOCC1.[OH:32][C:33]1[CH:38]=[CH:37][CH:36]=[CH:35][C:34]=1B(O)O.C(=O)([O-])[O-].[Cs+].[Cs+]. The catalyst class is: 103. Product: [F:24][C:21]1[CH:22]=[CH:23][C:18]([C:14]2[C:13](=[O:25])[NH:12][C:11]3[CH:10]=[CH:9][N:8]([C:5]4[CH:6]=[CH:7][C:2]([C:34]5[CH:35]=[CH:36][CH:37]=[CH:38][C:33]=5[OH:32])=[CH:3][CH:4]=4)[C:16]=3[C:15]=2[OH:17])=[CH:19][CH:20]=1. (3) Reactant: Cl[CH2:2][CH2:3][CH2:4][O:5][C:6]1[CH:11]=[CH:10][C:9]([N:12]2[C:16]3[CH:17]=[CH:18][C:19]([C:21]([NH:23][CH2:24][C:25]4[CH:26]=[N:27][CH:28]=[CH:29][CH:30]=4)=[O:22])=[CH:20][C:15]=3[N:14]=[CH:13]2)=[CH:8][CH:7]=1.[N:31]1[CH:36]=[CH:35][CH:34]=[CH:33][C:32]=1[OH:37].C(=O)([O-])[O-].[Cs+].[Cs+].[I-].[Na+]. Product: [N:27]1[CH:28]=[CH:29][CH:30]=[C:25]([CH2:24][NH:23][C:21]([C:19]2[CH:18]=[CH:17][C:16]3[N:12]([C:9]4[CH:10]=[CH:11][C:6]([O:5][CH2:4][CH2:3][CH2:2][O:37][C:32]5[CH:33]=[CH:34][CH:35]=[CH:36][N:31]=5)=[CH:7][CH:8]=4)[CH:13]=[N:14][C:15]=3[CH:20]=2)=[O:22])[CH:26]=1. The catalyst class is: 3. (4) Reactant: [F:1][C:2]1[C:3]([C:14]2[C:22]3[C:17](=[CH:18][CH:19]=[CH:20][C:21]=3[F:23])[NH:16][N:15]=2)=[CH:4][C:5]([O:12][CH3:13])=[C:6]([CH:11]=1)[C:7]([O:9][CH3:10])=[O:8].[Br:24][C:25]1[CH:30]=[CH:29][CH:28]=[C:27]([C:31]([F:34])([F:33])[F:32])[C:26]=1[CH2:35]Br.C([O-])([O-])=O.[Cs+].[Cs+]. Product: [Br:24][C:25]1[CH:30]=[CH:29][CH:28]=[C:27]([C:31]([F:32])([F:33])[F:34])[C:26]=1[CH2:35][N:16]1[C:17]2[C:22](=[C:21]([F:23])[CH:20]=[CH:19][CH:18]=2)[C:14]([C:3]2[C:2]([F:1])=[CH:11][C:6]([C:7]([O:9][CH3:10])=[O:8])=[C:5]([O:12][CH3:13])[CH:4]=2)=[N:15]1. The catalyst class is: 3. (5) Reactant: [C:1]([C:5]1[CH:10]=[CH:9][C:8]([N:11]2[C:15](=[O:16])[C:14]([CH3:18])([CH3:17])[N:13]([CH2:19][C:20]3[CH:25]=[CH:24][N:23]4[O:26][C:27](=S)[N:28]=[C:22]4[CH:21]=3)[C:12]2=[O:30])=[CH:7][CH:6]=1)([CH3:4])([CH3:3])[CH3:2].[CH:31]1([NH2:34])[CH2:33][CH2:32]1. Product: [C:1]([C:5]1[CH:10]=[CH:9][C:8]([N:11]2[C:15](=[O:16])[C:14]([CH3:18])([CH3:17])[N:13]([CH2:19][C:20]3[CH:25]=[CH:24][N:23]=[C:22]([NH:28][C:27]([NH:34][CH:31]4[CH2:33][CH2:32]4)=[O:26])[CH:21]=3)[C:12]2=[O:30])=[CH:7][CH:6]=1)([CH3:4])([CH3:3])[CH3:2]. The catalyst class is: 8. (6) Reactant: [Cl:1][C:2]1[CH:28]=[CH:27][CH:26]=[CH:25][C:3]=1[O:4][C:5]1[CH2:9][N:8]([CH:10]([CH2:14][CH:15]([C:20]([F:23])([F:22])[F:21])[C:16]([F:19])([F:18])[F:17])[C:11](O)=[O:12])[C:7](=[O:24])[CH:6]=1.[CH3:29][C:30]1([CH3:42])[O:34][C@H:33]([CH2:35][N:36]2[CH:40]=[CH:39][C:38]([NH2:41])=[N:37]2)[CH2:32][O:31]1.C(N(CC)C(C)C)(C)C.F[P-](F)(F)(F)(F)F.N1(O[P+](N(C)C)(N(C)C)N(C)C)C2C=CC=CC=2N=N1. Product: [CH3:29][C:30]1([CH3:42])[O:34][C@H:33]([CH2:35][N:36]2[CH:40]=[CH:39][C:38]([NH:41][C:11](=[O:12])[CH:10]([N:8]3[CH2:9][C:5]([O:4][C:3]4[CH:25]=[CH:26][CH:27]=[CH:28][C:2]=4[Cl:1])=[CH:6][C:7]3=[O:24])[CH2:14][CH:15]([C:20]([F:22])([F:23])[F:21])[C:16]([F:19])([F:17])[F:18])=[N:37]2)[CH2:32][O:31]1. The catalyst class is: 42. (7) Reactant: [Cl:1][C:2]1[C:11]2[C:6](=[CH:7][CH:8]=[C:9]([C:12]#[N:13])[CH:10]=2)[CH:5]=[N:4][CH:3]=1.[OH:14]S(O)(=O)=O.C([O-])(O)=O.[Na+]. Product: [Cl:1][C:2]1[C:11]2[C:6](=[CH:7][CH:8]=[C:9]([C:12]([NH2:13])=[O:14])[CH:10]=2)[CH:5]=[N:4][CH:3]=1. The catalyst class is: 6.